This data is from Reaction yield outcomes from USPTO patents with 853,638 reactions. The task is: Predict the reaction yield, written as a fraction of the theoretical maximum amount of product (1.0 means a 100% yield; for example, 0.34 means a 34% yield). (1) The reactants are [O:1]=[C:2]1[N:7]([CH2:8][C:9]([OH:11])=O)[N:6]=[N:5][C:4]2[CH:12]=[CH:13][CH:14]=[CH:15][C:3]1=2.[CH3:16][O:17][C:18]1[CH:23]=[CH:22][C:21]([CH2:24][C@H:25]([NH2:27])[CH3:26])=[CH:20][CH:19]=1. No catalyst specified. The product is [CH3:16][O:17][C:18]1[CH:23]=[CH:22][C:21]([CH2:24][C@H:25]([NH:27][C:9](=[O:11])[CH2:8][N:7]2[C:2](=[O:1])[C:3]3[CH:15]=[CH:14][CH:13]=[CH:12][C:4]=3[N:5]=[N:6]2)[CH3:26])=[CH:20][CH:19]=1. The yield is 0.700. (2) The reactants are [C:1](Cl)(=[O:4])[CH:2]=[CH2:3].[CH2:6]([C:9]1([NH:22][CH2:23][C:24]2[CH:32]=[CH:31][CH:30]=[C:29]3[C:25]=2[CH:26]=[CH:27][N:28]3[S:33]([C:36]2[CH:42]=[CH:41][C:39]([CH3:40])=[CH:38][CH:37]=2)(=[O:35])=[O:34])[CH2:14][CH2:13][N:12]([C:15]([O:17][C:18]([CH3:21])([CH3:20])[CH3:19])=[O:16])[CH2:11][CH2:10]1)[CH:7]=[CH2:8].C(N(C(C)C)CC)(C)C. The catalyst is ClCCl. The product is [CH2:6]([C:9]1([N:22]([CH2:23][C:24]2[CH:32]=[CH:31][CH:30]=[C:29]3[C:25]=2[CH:26]=[CH:27][N:28]3[S:33]([C:36]2[CH:37]=[CH:38][C:39]([CH3:40])=[CH:41][CH:42]=2)(=[O:34])=[O:35])[C:1](=[O:4])[CH:2]=[CH2:3])[CH2:10][CH2:11][N:12]([C:15]([O:17][C:18]([CH3:21])([CH3:20])[CH3:19])=[O:16])[CH2:13][CH2:14]1)[CH:7]=[CH2:8]. The yield is 0.720.